From a dataset of Full USPTO retrosynthesis dataset with 1.9M reactions from patents (1976-2016). Predict the reactants needed to synthesize the given product. (1) Given the product [C:34]([O:33][C:31]([NH:30][C@H:9]([CH:10]=[CH:42][C:41]1[CH:44]=[C:45]([N+:48]([O-:50])=[O:49])[CH:46]=[CH:47][C:40]=1[CH3:39])[CH2:8][C:7]([O:6][C:2]([CH3:5])([CH3:4])[CH3:3])=[O:38])=[O:32])([CH3:37])([CH3:36])[CH3:35], predict the reactants needed to synthesize it. The reactants are: [I-].[C:2]([O:6][C:7](=[O:38])[CH2:8][C@H:9]([NH:30][C:31]([O:33][C:34]([CH3:37])([CH3:36])[CH3:35])=[O:32])[CH2:10][P+](C1C=CC=CC=1)(C1C=CC=CC=1)C1C=CC=CC=1)([CH3:5])([CH3:4])[CH3:3].[CH3:39][C:40]1[CH:47]=[CH:46][C:45]([N+:48]([O-:50])=[O:49])=[CH:44][C:41]=1[CH:42]=O.C(Cl)Cl.CC(C)([O-])C.[K+]. (2) Given the product [ClH:21].[NH2:17][C:4]1[CH:3]=[C:2]([F:1])[CH:7]=[CH:6][C:5]=1[N:8]1[CH2:9][CH2:10][CH:11]([C:14]([OH:16])=[O:15])[CH2:12][CH2:13]1, predict the reactants needed to synthesize it. The reactants are: [F:1][C:2]1[CH:7]=[CH:6][C:5]([N:8]2[CH2:13][CH2:12][CH:11]([C:14]([OH:16])=[O:15])[CH2:10][CH2:9]2)=[C:4]([N+:17]([O-])=O)[CH:3]=1.[Sn](Cl)[Cl:21].O. (3) The reactants are: C(O[C:4]([C:6]1[N:7]=[C:8]([C:21]2[CH:26]=[CH:25][CH:24]=[CH:23][C:22]=2[Cl:27])[N:9]([C:14]2[CH:19]=[CH:18][C:17]([Cl:20])=[CH:16][CH:15]=2)[C:10]=1[CH:11]=[N:12][NH2:13])=[O:5])C. Given the product [Cl:27][C:22]1[CH:23]=[CH:24][CH:25]=[CH:26][C:21]=1[C:8]1[N:9]([C:14]2[CH:19]=[CH:18][C:17]([Cl:20])=[CH:16][CH:15]=2)[C:10]2[CH:11]=[N:12][NH:13][C:4](=[O:5])[C:6]=2[N:7]=1, predict the reactants needed to synthesize it.